This data is from Peptide-MHC class I binding affinity with 185,985 pairs from IEDB/IMGT. The task is: Regression. Given a peptide amino acid sequence and an MHC pseudo amino acid sequence, predict their binding affinity value. This is MHC class I binding data. (1) The MHC is HLA-A01:01 with pseudo-sequence HLA-A01:01. The peptide sequence is LPRWPPPQL. The binding affinity (normalized) is 0.0847. (2) The MHC is HLA-A01:01 with pseudo-sequence HLA-A01:01. The peptide sequence is LALITVSGLY. The binding affinity (normalized) is 0.126. (3) The peptide sequence is RPPRRGDKF. The MHC is HLA-B35:01 with pseudo-sequence HLA-B35:01. The binding affinity (normalized) is 0.333. (4) The peptide sequence is AISRLRTQK. The binding affinity (normalized) is 0.0847. The MHC is HLA-B44:02 with pseudo-sequence HLA-B44:02. (5) The peptide sequence is FPVRPQVPW. The MHC is HLA-B53:01 with pseudo-sequence HLA-B53:01. The binding affinity (normalized) is 0.763. (6) The peptide sequence is LLRDKDGVY. The MHC is HLA-A68:02 with pseudo-sequence HLA-A68:02. The binding affinity (normalized) is 0.0847. (7) The peptide sequence is STLNFNNLR. The binding affinity (normalized) is 0. The MHC is HLA-B53:01 with pseudo-sequence HLA-B53:01. (8) The peptide sequence is WVGRASDPD. The MHC is HLA-A69:01 with pseudo-sequence HLA-A69:01. The binding affinity (normalized) is 0.0847.